From a dataset of Reaction yield outcomes from USPTO patents with 853,638 reactions. Predict the reaction yield, written as a fraction of the theoretical maximum amount of product (1.0 means a 100% yield; for example, 0.34 means a 34% yield). (1) The reactants are [NH2:1][C:2]1[N:3]=[C:4]2[CH:9]=[CH:8][C:7]([O:10][C:11]3[CH:12]=[C:13]([NH:17][C:18](=[O:29])[C:19]4[CH:24]=[CH:23][CH:22]=[C:21]([C:25]([F:28])([F:27])[F:26])[CH:20]=4)[CH:14]=[CH:15][CH:16]=3)=[N:6][N:5]2[CH:30]=1.C(N(CC)CC)C.[Cl:38][C:39]1[CH:47]=[CH:46][C:42]([C:43](Cl)=[O:44])=[CH:41][N:40]=1. The catalyst is O1CCCC1. The product is [Cl:38][C:39]1[CH:47]=[CH:46][C:42]([C:43]([NH:1][C:2]2[N:3]=[C:4]3[CH:9]=[CH:8][C:7]([O:10][C:11]4[CH:16]=[CH:15][CH:14]=[C:13]([NH:17][C:18](=[O:29])[C:19]5[CH:24]=[CH:23][CH:22]=[C:21]([C:25]([F:28])([F:27])[F:26])[CH:20]=5)[CH:12]=4)=[N:6][N:5]3[CH:30]=2)=[O:44])=[CH:41][N:40]=1. The yield is 0.770. (2) The reactants are [C:1]1([C:7]2[CH:12]=[CH:11][CH:10]=[CH:9][N:8]=2)[CH:6]=[CH:5][CH:4]=[CH:3][CH:2]=1.[Br:13]Br. The catalyst is C(Cl)(Cl)Cl.[Fe]. The product is [Br:13][C:6]1[CH:5]=[CH:4][CH:3]=[CH:2][C:1]=1[C:7]1[CH:12]=[CH:11][CH:10]=[CH:9][N:8]=1. The yield is 0.354. (3) The reactants are [C:1]([C:5]1[CH:12]=[CH:11][C:10]([N+:13]([O-:15])=[O:14])=[CH:9][C:6]=1[C:7]#[N:8])([CH3:4])([CH3:3])[CH3:2].B.C1COCC1.CO.Cl. The catalyst is C1COCC1.O. The product is [C:1]([C:5]1[CH:12]=[CH:11][C:10]([N+:13]([O-:15])=[O:14])=[CH:9][C:6]=1[CH2:7][NH2:8])([CH3:4])([CH3:2])[CH3:3]. The yield is 0.430.